Dataset: Full USPTO retrosynthesis dataset with 1.9M reactions from patents (1976-2016). Task: Predict the reactants needed to synthesize the given product. (1) Given the product [CH:32]1([C:35]([N:27]2[CH2:28][CH2:29][CH2:30][CH:25]([C:24]3[C:17]4[C:18](=[N:19][CH:20]=[CH:21][C:16]=4[O:15][C:12]4[CH:11]=[CH:10][C:9]([C:8]([NH:7][C:5]5[S:6][C:2]([CH3:1])=[CH:3][N:4]=5)=[O:31])=[CH:14][CH:13]=4)[NH:22][N:23]=3)[CH2:26]2)=[O:36])[CH2:34][CH2:33]1, predict the reactants needed to synthesize it. The reactants are: [CH3:1][C:2]1[S:6][C:5]([NH:7][C:8](=[O:31])[C:9]2[CH:14]=[CH:13][C:12]([O:15][C:16]3[CH:21]=[CH:20][N:19]=[C:18]4[NH:22][N:23]=[C:24]([CH:25]5[CH2:30][CH2:29][CH2:28][NH:27][CH2:26]5)[C:17]=34)=[CH:11][CH:10]=2)=[N:4][CH:3]=1.[CH:32]1([C:35](Cl)=[O:36])[CH2:34][CH2:33]1.C([O-])(O)=O.[Na+]. (2) Given the product [CH3:16][Si:15]([CH3:18])([CH3:17])[C:2]1[CH:7]=[CH:6][CH:5]=[CH:4][C:3]=1[CH3:8], predict the reactants needed to synthesize it. The reactants are: Br[C:2]1[CH:7]=[CH:6][CH:5]=[CH:4][C:3]=1[CH3:8].C([Li])CCC.Cl[Si:15]([CH3:18])([CH3:17])[CH3:16].